From a dataset of Peptide-MHC class II binding affinity with 134,281 pairs from IEDB. Regression. Given a peptide amino acid sequence and an MHC pseudo amino acid sequence, predict their binding affinity value. This is MHC class II binding data. (1) The binding affinity (normalized) is 0. The peptide sequence is QAVHKALTIDETG. The MHC is H-2-IAu with pseudo-sequence H-2-IAu. (2) The peptide sequence is SQDLELSNNLNGLQAY. The MHC is HLA-DQA10301-DQB10302 with pseudo-sequence HLA-DQA10301-DQB10302. The binding affinity (normalized) is 0.502. (3) The peptide sequence is RAQLHVGAKQENWNT. The MHC is HLA-DQA10501-DQB10402 with pseudo-sequence HLA-DQA10501-DQB10402. The binding affinity (normalized) is 0. (4) The peptide sequence is TEAVQKIATESIVIWGKTPKFRL. The MHC is DRB1_0401 with pseudo-sequence DRB1_0401. The binding affinity (normalized) is 0.539. (5) The peptide sequence is AARLLSIRAMSTKFS. The MHC is HLA-DQA10501-DQB10201 with pseudo-sequence HLA-DQA10501-DQB10201. The binding affinity (normalized) is 0.342.